Regression. Given two drug SMILES strings and cell line genomic features, predict the synergy score measuring deviation from expected non-interaction effect. From a dataset of NCI-60 drug combinations with 297,098 pairs across 59 cell lines. (1) Drug 1: CCC1(CC2CC(C3=C(CCN(C2)C1)C4=CC=CC=C4N3)(C5=C(C=C6C(=C5)C78CCN9C7C(C=CC9)(C(C(C8N6C=O)(C(=O)OC)O)OC(=O)C)CC)OC)C(=O)OC)O.OS(=O)(=O)O. Drug 2: CCC(=C(C1=CC=CC=C1)C2=CC=C(C=C2)OCCN(C)C)C3=CC=CC=C3.C(C(=O)O)C(CC(=O)O)(C(=O)O)O. Cell line: T-47D. Synergy scores: CSS=48.1, Synergy_ZIP=-3.94, Synergy_Bliss=-2.17, Synergy_Loewe=-32.0, Synergy_HSA=1.56. (2) Drug 1: C1=C(C(=O)NC(=O)N1)N(CCCl)CCCl. Drug 2: C1=NNC2=C1C(=O)NC=N2. Cell line: OVCAR-4. Synergy scores: CSS=7.83, Synergy_ZIP=-3.04, Synergy_Bliss=-2.02, Synergy_Loewe=-3.31, Synergy_HSA=-1.06. (3) Synergy scores: CSS=-3.77, Synergy_ZIP=-5.72, Synergy_Bliss=-15.5, Synergy_Loewe=-78.4, Synergy_HSA=-16.2. Cell line: SN12C. Drug 1: CN(C)C1=NC(=NC(=N1)N(C)C)N(C)C. Drug 2: C1=CN(C(=O)N=C1N)C2C(C(C(O2)CO)O)O.Cl. (4) Drug 1: CCC1(CC2CC(C3=C(CCN(C2)C1)C4=CC=CC=C4N3)(C5=C(C=C6C(=C5)C78CCN9C7C(C=CC9)(C(C(C8N6C)(C(=O)OC)O)OC(=O)C)CC)OC)C(=O)OC)O. Drug 2: CC1CCC2CC(C(=CC=CC=CC(CC(C(=O)C(C(C(=CC(C(=O)CC(OC(=O)C3CCCCN3C(=O)C(=O)C1(O2)O)C(C)CC4CCC(C(C4)OC)OP(=O)(C)C)C)C)O)OC)C)C)C)OC. Cell line: HCT116. Synergy scores: CSS=45.6, Synergy_ZIP=-3.88, Synergy_Bliss=-7.71, Synergy_Loewe=-14.1, Synergy_HSA=-7.41. (5) Drug 1: CC1OCC2C(O1)C(C(C(O2)OC3C4COC(=O)C4C(C5=CC6=C(C=C35)OCO6)C7=CC(=C(C(=C7)OC)O)OC)O)O. Drug 2: CS(=O)(=O)OCCCCOS(=O)(=O)C. Cell line: NCI-H460. Synergy scores: CSS=50.2, Synergy_ZIP=-0.344, Synergy_Bliss=3.58, Synergy_Loewe=-10.3, Synergy_HSA=6.02. (6) Drug 1: C1=CC(=CC=C1C#N)C(C2=CC=C(C=C2)C#N)N3C=NC=N3. Drug 2: C(=O)(N)NO. Cell line: NCI-H522. Synergy scores: CSS=3.50, Synergy_ZIP=-2.09, Synergy_Bliss=-3.22, Synergy_Loewe=0.601, Synergy_HSA=-2.31. (7) Drug 1: CCC1(CC2CC(C3=C(CCN(C2)C1)C4=CC=CC=C4N3)(C5=C(C=C6C(=C5)C78CCN9C7C(C=CC9)(C(C(C8N6C=O)(C(=O)OC)O)OC(=O)C)CC)OC)C(=O)OC)O.OS(=O)(=O)O. Drug 2: CC1CCC2CC(C(=CC=CC=CC(CC(C(=O)C(C(C(=CC(C(=O)CC(OC(=O)C3CCCCN3C(=O)C(=O)C1(O2)O)C(C)CC4CCC(C(C4)OC)OCCO)C)C)O)OC)C)C)C)OC. Cell line: HT29. Synergy scores: CSS=24.9, Synergy_ZIP=4.35, Synergy_Bliss=5.05, Synergy_Loewe=3.35, Synergy_HSA=6.98.